Predict which catalyst facilitates the given reaction. From a dataset of Catalyst prediction with 721,799 reactions and 888 catalyst types from USPTO. (1) Reactant: [C:1]([O:5][C:6](=[O:18])[NH:7][CH2:8][C:9]1[CH:14]=[C:13]([F:15])[C:12](N)=[CH:11][C:10]=1[F:17])([CH3:4])([CH3:3])[CH3:2].[CH3:19][S:20](Cl)(=[O:22])=[O:21].N1C=CC=CC=1.Cl. The catalyst class is: 2. Product: [C:1]([O:5][C:6](=[O:18])[NH:7][CH2:8][C:9]1[CH:14]=[C:13]([F:15])[C:12]([S:20]([CH3:19])(=[O:22])=[O:21])=[CH:11][C:10]=1[F:17])([CH3:4])([CH3:3])[CH3:2]. (2) Reactant: [CH2:1]([O:3][C:4]([C:6]1[N:7]=[C:8](S(C)(=O)=O)[N:9]([CH3:21])[C:10](=[O:20])[C:11]=1[O:12][CH2:13][C:14]1[CH:19]=[CH:18][CH:17]=[CH:16][CH:15]=1)=[O:5])[CH3:2].[CH:26]([N:29](CC)C(C)C)(C)C.CN. Product: [CH2:1]([O:3][C:4]([C:6]1[N:7]=[C:8]([NH:29][CH3:26])[N:9]([CH3:21])[C:10](=[O:20])[C:11]=1[O:12][CH2:13][C:14]1[CH:19]=[CH:18][CH:17]=[CH:16][CH:15]=1)=[O:5])[CH3:2]. The catalyst class is: 783.